This data is from Antibody developability classification from SAbDab with 2,409 antibodies. The task is: Regression/Classification. Given an antibody's heavy chain and light chain sequences, predict its developability. TAP uses regression for 5 developability metrics; SAbDab uses binary classification. (1) The antibody is ['EVQLLESGGGLVQPGGSLRLSCAASGFTLSSYGISWVRQAPGKGLEWVSGISGSGGNTYYADSVKGRFTISRDNSKNTLYLQMNSLRAEDTAVYYCASSVGAYANDAFDIWGQGTLVTVSS', 'QSVLTQPPSASGTPGQRVTISCTGSSSNIGAGYDVHWYQQLPGTAPKLLIYGDTNRPSGVPDRFSGSKSGTSASLAISGLRSEDEADYYCAAWDDSLNGPVFGGGTKLTVL']. Result: 0 (not developable). (2) The antibody is ['EVQLQQSGAELVKPGASVKLSCTASGFNIKDTYMHWVKQKPEQGLEWIAQIDPANGNTKYDPKFQGKATITADTSSNTAYLHLSSLTSEDSAVYYCAADPPYYGHGDYWGQGTTLTVSS', 'DIVLTQSPAIMSASLGERVTMTCTASSSVSSSNLHWYQQKPGSSPKLWIYSTSNLASGVPARFSGSGSGTSYSLTISSMEAEDAATYYCHQYHRSPYTFGGGTKLEIK']. Result: 0 (not developable). (3) The antibody is ['1tjg', 'PROT_09A57F9F']. Result: 0 (not developable). (4) The antibody is ['EVQLVESGGGLVQPGGSLRLSCAASGFNLYYYSIHWVRQAPGKGLEWVASISPYSSSTSYADSVKGRFTISADTSKNTAYLQMNSLRAEDTAVYYCARGRWYRRALDYWGQGTLVTVSS', 'DIQMTQSPSSLSASVGDRVTITCRASQSVSSAVAWYQQKPGKAPKLLIYSASSLYSGVPSRFSGSRSGTDFTLTISSLQPEDFATYYCQQYPYYSSLITFGQGTKVEIK']. Result: 0 (not developable). (5) The antibody is ['QVQLEQSGAEVKKPGSSVKVSCETSGGTFDNYALNWVRQAPGQGLEWIGGVVPLFGTTRNAQKFQGRVTISDDKSTGTGHMELRSLRSEDTAVYYCVRSVTPRYCGGGFCYGEFDYWGQGTLVTVSS', 'EIELTQSPATLSVSPGERATLSCRASQSVSSNLAWYQQKPGQAPRLLIYGASTRATGIPARFSGSGSGTEFTLTVSRLEPEDSAVYFCQQYYRSPLTFGGGTKVEIK']. Result: 1 (developable). (6) The antibody is ['QIQLVQSGPELKKPGETVKISCKASGYTFTNYGINWVKQAPGKGLKWMGWINTITEEPTFAEEFTGRFAFSLETSASTAYLQINNLKNEDTATYFCARGSEFGRLVYWGQGASVTVSS', 'DIQMTQTTSSLSASLGDRVTISCSASQGISNYLNWYQQKPDGTVKLLIFYTSTLYSGVPSRFSGSGSGTDYSLTISNLEPEDIATYYCQQYSRFPYVFGGGTKLEIK']. Result: 0 (not developable). (7) The antibody is ['EVQLLESGGGLVQPGGSLRLSCAASGFTFSTYAMSWVRQAPGKGLEWVSGISGSGGSTYYADSVKGRFTTSRDNSKNTLYLQMNSLRAEDTAVYYCAKFSGKDCSGTSCRDYWGQGTLVTVSS', 'QLVLTQSPSASASLGASVRLTCTLSSGHSSYVIAWHQQQSEKGPRYLMKVNSDGSHSKGDGIPDRFSGSSSGAERYLTISSLQSEDEADYYCQTWGAGILVFGGGTKLTVL']. Result: 0 (not developable).